From a dataset of Catalyst prediction with 721,799 reactions and 888 catalyst types from USPTO. Predict which catalyst facilitates the given reaction. (1) Reactant: [F:1][C:2]1[C:10]([F:11])=[CH:9][CH:8]=[C:7]2[C:3]=1[CH2:4][CH2:5][N:6]2[C:12]([C:14]1[CH:19]=[C:18]([O:20]C)[N:17]=[C:16]([N:22]2[CH2:27][CH2:26][CH:25]([N:28]3[C:36]4[C:31](=[N:32][CH:33]=[CH:34][CH:35]=4)[NH:30][C:29]3=[O:37])[CH2:24][CH2:23]2)[CH:15]=1)=[O:13].Cl.N1C=CC=CC=1. Product: [F:1][C:2]1[C:10]([F:11])=[CH:9][CH:8]=[C:7]2[C:3]=1[CH2:4][CH2:5][N:6]2[C:12]([C:14]1[CH:15]=[C:16]([N:22]2[CH2:27][CH2:26][CH:25]([N:28]3[C:36]4[C:31](=[N:32][CH:33]=[CH:34][CH:35]=4)[NH:30][C:29]3=[O:37])[CH2:24][CH2:23]2)[NH:17][C:18](=[O:20])[CH:19]=1)=[O:13]. The catalyst class is: 3. (2) Reactant: [Cl:1][C:2]1[C:3]([Cl:15])=[C:4]([Cl:14])[C:5]([Cl:13])=[C:6]2[C:11](=[O:12])[O:10][C:8](=O)[C:7]=12.[Cl:16][C:17]1[C:23]([OH:24])=[CH:22][CH:21]=[CH:20][C:18]=1[OH:19]. The catalyst class is: 18. Product: [Cl:13][C:5]1[C:4]([Cl:14])=[C:3]([Cl:15])[C:2]([Cl:1])=[C:7]2[C:6]=1[C:11](=[O:12])[O:10][C:8]12[C:20]2[CH:21]=[CH:22][C:23]([OH:24])=[C:17]([Cl:16])[C:18]=2[O:19][C:23]2[C:22]1=[CH:21][CH:20]=[C:18]([OH:19])[C:17]=2[Cl:16]. (3) Reactant: [CH:1]1([CH2:5][C@H:6]([NH:20][C:21](=[O:47])[C@@H:22]([NH:30][S:31]([C:34]2[CH:35]=[N:36][C:37]([O:40][C:41]3[CH:46]=[CH:45][CH:44]=[CH:43][CH:42]=3)=[CH:38][CH:39]=2)(=[O:33])=[O:32])[CH2:23][C:24]2[CH:29]=[CH:28][CH:27]=[CH:26][CH:25]=2)[B:7]2[O:11][C@@H]3C[C@@H]4C[C@H]([C@]3(C)[O:8]2)C4(C)C)[CH2:4][CH2:3][CH2:2]1.CC(C)CB(O)O. Product: [CH:1]1([CH2:5][C@@H:6]([B:7]([OH:11])[OH:8])[NH:20][C:21](=[O:47])[C@@H:22]([NH:30][S:31]([C:34]2[CH:35]=[N:36][C:37]([O:40][C:41]3[CH:46]=[CH:45][CH:44]=[CH:43][CH:42]=3)=[CH:38][CH:39]=2)(=[O:33])=[O:32])[CH2:23][C:24]2[CH:25]=[CH:26][CH:27]=[CH:28][CH:29]=2)[CH2:2][CH2:3][CH2:4]1. The catalyst class is: 5. (4) Reactant: [NH2:1][CH2:2][CH2:3][N:4]([CH3:28])[C:5](=[O:27])[CH2:6][CH2:7]/[CH:8]=[CH:9]\[CH2:10]/[CH:11]=[CH:12]\[CH2:13]/[CH:14]=[CH:15]\[CH2:16]/[CH:17]=[CH:18]\[CH2:19]/[CH:20]=[CH:21]\[CH2:22]/[CH:23]=[CH:24]\[CH2:25][CH3:26].[OH:29][C:30]1[CH:38]=[CH:37][CH:36]=[CH:35][C:31]=1[C:32](Cl)=[O:33].N1C=CN=C1.C1CCC(N=C=NC2CCCCC2)CC1. Product: [OH:29][C:30]1[CH:38]=[CH:37][CH:36]=[CH:35][C:31]=1[C:32]([NH:1][CH2:2][CH2:3][N:4]([CH3:28])[C:5](=[O:27])[CH2:6][CH2:7]/[CH:8]=[CH:9]\[CH2:10]/[CH:11]=[CH:12]\[CH2:13]/[CH:14]=[CH:15]\[CH2:16]/[CH:17]=[CH:18]\[CH2:19]/[CH:20]=[CH:21]\[CH2:22]/[CH:23]=[CH:24]\[CH2:25][CH3:26])=[O:33]. The catalyst class is: 425.